Task: Predict the reactants needed to synthesize the given product.. Dataset: Full USPTO retrosynthesis dataset with 1.9M reactions from patents (1976-2016) (1) Given the product [Cl:1][C:2]1[CH:3]=[C:4]([C:9]2[O:13][N:12]=[CH:11][C:10]=2[CH2:14][CH2:15][C:16]([O:18][CH3:24])=[O:17])[CH:5]=[CH:6][C:7]=1[Cl:8], predict the reactants needed to synthesize it. The reactants are: [Cl:1][C:2]1[CH:3]=[C:4]([C:9]2[O:13][N:12]=[CH:11][C:10]=2[CH2:14][CH2:15][C:16]([OH:18])=[O:17])[CH:5]=[CH:6][C:7]=1[Cl:8].S(=O)(=O)(O)O.[CH3:24]O. (2) The reactants are: O.O.O.O.O.O.[N+:7]([O-:10])([O-:9])=[O:8].[Mn+2:11].[N+:12]([O-:15])([O-:14])=[O:13].[Mn]. Given the product [N+:7]([O-:10])([O-:9])=[O:8].[Mn+2:11].[N+:12]([O-:15])([O-:14])=[O:13], predict the reactants needed to synthesize it. (3) Given the product [CH2:19]([N:16]1[C:17]2[C:12](=[CH:11][N:10]=[C:9]([NH:8][CH3:7])[CH:18]=2)[CH:13]=[C:14]([C:22]2[C:23]([F:39])=[CH:24][C:25]([F:38])=[C:26]([NH:28][C:29]([NH:31][C:32]3[CH:37]=[CH:36][CH:35]=[CH:34][CH:33]=3)=[O:30])[CH:27]=2)[C:15]1=[O:21])[CH3:20], predict the reactants needed to synthesize it. The reactants are: COC1C=CC([CH2:7][N:8](C)[C:9]2[CH:18]=[C:17]3[C:12]([CH:13]=[C:14]([C:22]4[C:23]([F:39])=[CH:24][C:25]([F:38])=[C:26]([NH:28][C:29]([NH:31][C:32]5[CH:37]=[CH:36][CH:35]=[CH:34][CH:33]=5)=[O:30])[CH:27]=4)[C:15](=[O:21])[N:16]3[CH2:19][CH3:20])=[CH:11][N:10]=2)=CC=1.C([O-])(O)=O.[Na+]. (4) The reactants are: [CH3:1][C:2]1[S:3][C:4]([C:8](=O)[CH3:9])=[C:5]([CH3:7])[N:6]=1.C[O:12][CH:13](OC)[N:14]([CH3:16])[CH3:15]. Given the product [CH3:7][C:5]1[N:6]=[C:2]([CH3:1])[S:3][C:4]=1/[CH:8]=[CH:9]/[C:13]([N:14]([CH3:16])[CH3:15])=[O:12], predict the reactants needed to synthesize it.